From a dataset of Reaction yield outcomes from USPTO patents with 853,638 reactions. Predict the reaction yield, written as a fraction of the theoretical maximum amount of product (1.0 means a 100% yield; for example, 0.34 means a 34% yield). (1) The reactants are [Br:1][C:2]1[CH:3]=[C:4]([C:7]([OH:9])=[O:8])[S:5][CH:6]=1.S(=O)(=O)(O)O.[CH3:15]O. No catalyst specified. The product is [Br:1][C:2]1[CH:3]=[C:4]([C:7]([O:9][CH3:15])=[O:8])[S:5][CH:6]=1. The yield is 0.970. (2) The reactants are C(OC([N:8]([CH2:19][C:20]1[CH:25]=[CH:24][C:23]([O:26][CH3:27])=[CH:22][CH:21]=1)[S:9]([NH:12][CH2:13][C:14]([O:16][CH2:17][CH3:18])=[O:15])(=[O:11])=[O:10])=O)(C)(C)C. The catalyst is C(OCC)(=O)C.Cl. The product is [CH3:27][O:26][C:23]1[CH:22]=[CH:21][C:20]([CH2:19][NH:8][S:9]([NH:12][CH2:13][C:14]([O:16][CH2:17][CH3:18])=[O:15])(=[O:10])=[O:11])=[CH:25][CH:24]=1. The yield is 0.860.